This data is from Forward reaction prediction with 1.9M reactions from USPTO patents (1976-2016). The task is: Predict the product of the given reaction. (1) Given the reactants [Cl:1][C:2]1[CH:3]=[C:4]2[C:9](=[CH:10][C:11]=1[C:12](O)=[O:13])[N:8]=[CH:7][N:6]=[C:5]2[NH:15][CH:16]([C:18]1[NH:22][C:21]2[CH:23]=[CH:24][C:25]([Cl:27])=[CH:26][C:20]=2[N:19]=1)[CH3:17].FC1C(OC(N(C)C)=[N+](C)C)=C(F)C(F)=C(F)C=1F.F[P-](F)(F)(F)(F)F.C(N(C(C)C)CC)(C)C.[CH2:63]([O:65][C:66]([C@H:68]1[CH2:72][CH2:71][CH2:70][NH:69]1)=[O:67])[CH3:64], predict the reaction product. The product is: [Cl:1][C:2]1[CH:3]=[C:4]2[C:9](=[CH:10][C:11]=1[C:12]([N:69]1[CH2:70][CH2:71][CH2:72][C@@H:68]1[C:66]([O:65][CH2:63][CH3:64])=[O:67])=[O:13])[N:8]=[CH:7][N:6]=[C:5]2[NH:15][CH:16]([C:18]1[NH:22][C:21]2[CH:23]=[CH:24][C:25]([Cl:27])=[CH:26][C:20]=2[N:19]=1)[CH3:17]. (2) The product is: [CH3:1][O:2][C:3]1[CH:4]=[C:5]([C:15]2[NH:38][C:18]3[N:19]=[CH:20][N:21]=[C:22]([C:23]4[CH:24]=[CH:25][C:26]([O:31][CH:32]5[CH2:33][CH2:34][O:35][CH2:36][CH2:37]5)=[C:27]([CH:30]=4)[C:28]#[N:29])[C:17]=3[CH:16]=2)[CH:6]=[CH:7][C:8]=1[N:9]1[CH2:14][CH2:13][O:12][CH2:11][CH2:10]1.[C:47]([OH:53])([C:49]([F:52])([F:51])[F:50])=[O:48]. Given the reactants [CH3:1][O:2][C:3]1[CH:4]=[C:5]([C:15]2[N:38](COCC[Si](C)(C)C)[C:18]3[N:19]=[CH:20][N:21]=[C:22]([C:23]4[CH:24]=[CH:25][C:26]([O:31][CH:32]5[CH2:37][CH2:36][O:35][CH2:34][CH2:33]5)=[C:27]([CH:30]=4)[C:28]#[N:29])[C:17]=3[CH:16]=2)[CH:6]=[CH:7][C:8]=1[N:9]1[CH2:14][CH2:13][O:12][CH2:11][CH2:10]1.[C:47]([OH:53])([C:49]([F:52])([F:51])[F:50])=[O:48], predict the reaction product. (3) Given the reactants [H-].[Al+3].[Li+].[H-].[H-].[H-].C([O:9][C:10]([C:12]1[CH:13]=[C:14]2[S:20][CH:19]=[C:18]([C:21](=[O:35])[NH:22][C:23]3[CH:24]=[C:25]4[C:30](=[CH:31][C:32]=3[O:33][CH3:34])[N:29]=[CH:28][CH:27]=[CH:26]4)[C:15]2=[N:16][CH:17]=1)=O)C, predict the reaction product. The product is: [CH3:34][O:33][C:32]1[CH:31]=[C:30]2[C:25]([CH:26]=[CH:27][CH:28]=[N:29]2)=[CH:24][C:23]=1[NH:22][C:21]([C:18]1[C:15]2=[N:16][CH:17]=[C:12]([CH2:10][OH:9])[CH:13]=[C:14]2[S:20][CH:19]=1)=[O:35]. (4) Given the reactants N1CCC[C@H]1C(O)=O.C(=O)([O-])[O-].[K+].[K+].Br[C:16]1[CH:21]=[CH:20][C:19]([F:22])=[CH:18][N:17]=1.[NH:23]1[CH:27]=[CH:26][CH:25]=[N:24]1, predict the reaction product. The product is: [F:22][C:19]1[CH:20]=[CH:21][C:16]([N:23]2[CH:27]=[CH:26][CH:25]=[N:24]2)=[N:17][CH:18]=1. (5) Given the reactants [H-].[Na+].C(OP([CH2:11][C:12]([O:14][CH2:15][CH3:16])=[O:13])(OCC)=O)C.[Br:17][C:18]1[CH:19]=[CH:20][C:21]([N:26]([CH2:31][CH3:32])[CH2:27][CH:28]([CH3:30])[CH3:29])=[C:22]([CH:25]=1)[CH:23]=O.O, predict the reaction product. The product is: [Br:17][C:18]1[CH:19]=[CH:20][C:21]([N:26]([CH2:31][CH3:32])[CH2:27][CH:28]([CH3:29])[CH3:30])=[C:22](/[CH:23]=[CH:11]/[C:12]([O:14][CH2:15][CH3:16])=[O:13])[CH:25]=1. (6) Given the reactants C[O:2][C:3]([C:5]1[O:6][C:7]([C:10](=[O:17])[C:11]2[CH:16]=[CH:15][CH:14]=[CH:13][CH:12]=2)=[CH:8][CH:9]=1)=[O:4].[OH-].[Na+], predict the reaction product. The product is: [C:10]([C:7]1[O:6][C:5]([C:3]([OH:4])=[O:2])=[CH:9][CH:8]=1)(=[O:17])[C:11]1[CH:16]=[CH:15][CH:14]=[CH:13][CH:12]=1.